From a dataset of Forward reaction prediction with 1.9M reactions from USPTO patents (1976-2016). Predict the product of the given reaction. (1) The product is: [CH3:1][C:2]1[C:6]2[CH:7]=[C:8]([OH:11])[CH:9]=[CH:10][C:5]=2[N:4]([CH2:12][C:13]2[CH:14]=[CH:15][C:16]([O:19][CH2:20][CH2:21][N:22]3[CH2:23][CH2:24][CH2:25][CH2:26][CH2:27][CH2:28]3)=[CH:17][CH:18]=2)[C:3]=1[C:29]1[CH:34]=[CH:33][C:32]([OH:35])=[CH:31][CH:30]=1. Given the reactants [CH3:1][C:2]1[C:6]2[CH:7]=[C:8]([OH:11])[CH:9]=[CH:10][C:5]=2[N:4]([CH2:12][C:13]2[CH:18]=[CH:17][C:16]([O:19][CH2:20][CH2:21][N:22]3[CH2:28][CH2:27][CH2:26][CH2:25][CH2:24][CH2:23]3)=[CH:15][CH:14]=2)[C:3]=1[C:29]1[CH:34]=[CH:33][C:32]([OH:35])=[CH:31][CH:30]=1.Cl.C(OCC)(=O)C.CC(C)=O.[OH-].[Na+], predict the reaction product. (2) Given the reactants [H-].[Al+3].[Li+].[H-].[H-].[H-].CS(O[CH2:12][CH2:13][C:14]1([CH2:20][CH2:21][O:22][Si:23]([C:36]([CH3:39])([CH3:38])[CH3:37])([C:30]2[CH:35]=[CH:34][CH:33]=[CH:32][CH:31]=2)[C:24]2[CH:29]=[CH:28][CH:27]=[CH:26][CH:25]=2)[CH2:19][CH2:18][CH2:17][CH2:16][CH2:15]1)(=O)=O.O.[OH-].[Na+], predict the reaction product. The product is: [C:36]([Si:23]([O:22][CH2:21][CH2:20][C:14]1([CH2:13][CH3:12])[CH2:15][CH2:16][CH2:17][CH2:18][CH2:19]1)([C:30]1[CH:31]=[CH:32][CH:33]=[CH:34][CH:35]=1)[C:24]1[CH:29]=[CH:28][CH:27]=[CH:26][CH:25]=1)([CH3:39])([CH3:38])[CH3:37]. (3) Given the reactants [CH3:1][N:2]([C:9]1[CH:14]=[CH:13][CH:12]=[CH:11][CH:10]=1)[CH2:3][C:4]([O:6]CC)=[O:5].[OH-].[Na+].C(O)(=O)CC(CC(O)=O)(C(O)=O)O, predict the reaction product. The product is: [CH3:1][N:2]([C:9]1[CH:14]=[CH:13][CH:12]=[CH:11][CH:10]=1)[CH2:3][C:4]([OH:6])=[O:5]. (4) Given the reactants C(O[C:6]([N:8](C)[CH2:9][CH2:10][CH:11]1[O:16][CH2:15][CH2:14][N:13]([C:17]([O:19][CH2:20][C:21]2[CH:26]=[C:25]([Cl:27])[CH:24]=[C:23]([Cl:28])[CH:22]=2)=[O:18])[CH2:12]1)=O)(C)(C)C.FC(F)(F)C(O)=O, predict the reaction product. The product is: [CH3:6][NH:8][CH2:9][CH2:10][CH:11]1[O:16][CH2:15][CH2:14][N:13]([C:17]([O:19][CH2:20][C:21]2[CH:22]=[C:23]([Cl:28])[CH:24]=[C:25]([Cl:27])[CH:26]=2)=[O:18])[CH2:12]1. (5) Given the reactants Br[CH:2]([C:8]([C:10]1[CH:15]=[CH:14][C:13]([O:16][CH3:17])=[CH:12][CH:11]=1)=[O:9])[C:3]([O:5][CH2:6][CH3:7])=[O:4].[F:18][C:19]1[CH:27]=[CH:26][CH:25]=[C:24]([F:28])[C:20]=1[C:21]([O-:23])=[O:22].[Na+], predict the reaction product. The product is: [F:18][C:19]1[CH:27]=[CH:26][CH:25]=[C:24]([F:28])[C:20]=1[C:21]([O:23][CH:2]([C:3]([O:5][CH2:6][CH3:7])=[O:4])[C:8]([C:10]1[CH:15]=[CH:14][C:13]([O:16][CH3:17])=[CH:12][CH:11]=1)=[O:9])=[O:22].